Dataset: Reaction yield outcomes from USPTO patents with 853,638 reactions. Task: Predict the reaction yield, written as a fraction of the theoretical maximum amount of product (1.0 means a 100% yield; for example, 0.34 means a 34% yield). (1) The reactants are [Cl:1][C:2]1[CH:27]=[CH:26][C:5]([CH2:6][NH:7][C:8]([C:10]2[C:11](=[O:25])[C:12]3[CH:20]=[C:19]([C:21]#[C:22][CH2:23][OH:24])[S:18][C:13]=3[N:14]([CH2:16][CH3:17])[CH:15]=2)=[O:9])=[CH:4][CH:3]=1. The catalyst is [Pd].C(Cl)Cl.CO. The product is [Cl:1][C:2]1[CH:3]=[CH:4][C:5]([CH2:6][NH:7][C:8]([C:10]2[C:11](=[O:25])[C:12]3[CH:20]=[C:19]([CH2:21][CH2:22][CH2:23][OH:24])[S:18][C:13]=3[N:14]([CH2:16][CH3:17])[CH:15]=2)=[O:9])=[CH:26][CH:27]=1. The yield is 0.570. (2) The reactants are Br[C:2]1[CH:3]=[C:4]2[C:9](=[O:10])[N:8]3[CH2:11][CH2:12][NH:13][C:7]3([C:14]3[CH:19]=[N:18][C:17]([CH3:20])=[CH:16][N:15]=3)[CH2:6][N:5]2[CH:21]=1.[N:22]1[CH:27]=[CH:26][CH:25]=[C:24](B(O)O)[CH:23]=1.C(=O)([O-])[O-].[Na+].[Na+]. The catalyst is COCCOC.O.C(O)C.Cl[Pd](Cl)([P](C1C=CC=CC=1)(C1C=CC=CC=1)C1C=CC=CC=1)[P](C1C=CC=CC=1)(C1C=CC=CC=1)C1C=CC=CC=1. The product is [CH3:20][C:17]1[N:18]=[CH:19][C:14]([C:7]23[NH:13][CH2:12][CH2:11][N:8]2[C:9](=[O:10])[C:4]2[N:5]([CH:21]=[C:2]([C:24]4[CH:23]=[N:22][CH:27]=[CH:26][CH:25]=4)[CH:3]=2)[CH2:6]3)=[N:15][CH:16]=1. The yield is 0.760. (3) The catalyst is CC(O)=O.S(=O)(=O)(O)O. The reactants are [NH:1]1[C:8]2[CH:9]=[CH:10][CH:11]=[CH:12][C:7]=2[CH2:6][CH2:5][CH2:4][CH2:3][C:2]1=[O:13].[Br:14]Br.[OH-].[NH4+]. The yield is 0.400. The product is [Br:14][C:11]1[CH:10]=[CH:9][C:8]2[NH:1][C:2](=[O:13])[CH2:3][CH2:4][CH2:5][CH2:6][C:7]=2[CH:12]=1. (4) The product is [CH3:1][C:2]1[O:6][C:5](=[O:7])[N:4]([CH2:12][C:13](=[O:15])[CH3:14])[N:3]=1. The reactants are [CH3:1][C:2]1[O:6][C:5](=[O:7])[NH:4][N:3]=1.C[O-].[Na+].Cl[CH2:12][C:13](=[O:15])[CH3:14]. The catalyst is CO.[Br-].C([N+](CCCC)(CCCC)CCCC)CCC.C(Cl)(Cl)Cl. The yield is 0.860.